Dataset: Catalyst prediction with 721,799 reactions and 888 catalyst types from USPTO. Task: Predict which catalyst facilitates the given reaction. (1) Reactant: [Cl:1][C:2]1[C:7]([C:8]2[CH:13]=[CH:12][C:11]([S:14]([NH2:17])(=[O:16])=[O:15])=[CH:10][CH:9]=2)=[C:6]([C:18]2[CH:23]=[CH:22][C:21]([S:24]([CH3:27])(=[O:26])=[O:25])=[CH:20][CH:19]=2)[N:5]=[C:4]([C:28]([F:31])([F:30])[F:29])[N:3]=1.[C:32](Cl)(=[O:34])[CH3:33]. Product: [Cl:1][C:2]1[C:7]([C:8]2[CH:13]=[CH:12][C:11]([S:14]([NH:17][C:32](=[O:34])[CH3:33])(=[O:16])=[O:15])=[CH:10][CH:9]=2)=[C:6]([C:18]2[CH:19]=[CH:20][C:21]([S:24]([CH3:27])(=[O:26])=[O:25])=[CH:22][CH:23]=2)[N:5]=[C:4]([C:28]([F:31])([F:29])[F:30])[N:3]=1. The catalyst class is: 142. (2) Reactant: [Cl:1][C:2]1[C:13]2[C:5](=[CH:6][C:7]([C:16]3[CH:21]=[CH:20][CH:19]=[CH:18][C:17]=3[Cl:22])=[C:8]3[C:12]=2[C:11](=[O:14])[NH:10][C:9]3=[O:15])[N:4]([CH3:23])[C:3]=1[CH2:24][OH:25].O.[CH2:27](O)[CH2:28][OH:29]. Product: [Cl:1][C:2]1[C:13]2[C:5](=[CH:6][C:7]([C:16]3[CH:21]=[CH:20][CH:19]=[CH:18][C:17]=3[Cl:22])=[C:8]3[C:12]=2[C:11](=[O:14])[NH:10][C:9]3=[O:15])[N:4]([CH3:23])[C:3]=1[CH2:24][O:25][CH2:27][CH2:28][OH:29]. The catalyst class is: 65. (3) Reactant: [C:1]([C:9]1[CH:10]=[N:11][C:12]2[C:17]([C:18]=1[C:19]1[CH:20]=[C:21]([NH:25][CH2:26][C:27]3[CH:32]=[CH:31][C:30]([CH2:33][C:34]([O-:36])=[O:35])=[CH:29][CH:28]=3)[CH:22]=[CH:23][CH:24]=1)=[CH:16][CH:15]=[CH:14][C:13]=2[C:37]([F:40])([F:39])[F:38])(=O)[C:2]1[CH:7]=[CH:6][CH:5]=[CH:4][CH:3]=1.C(O)CO.O.NN.[OH-].[K+]. Product: [CH2:1]([C:9]1[CH:10]=[N:11][C:12]2[C:17]([C:18]=1[C:19]1[CH:20]=[C:21]([NH:25][CH2:26][C:27]3[CH:28]=[CH:29][C:30]([CH2:33][C:34]([OH:36])=[O:35])=[CH:31][CH:32]=3)[CH:22]=[CH:23][CH:24]=1)=[CH:16][CH:15]=[CH:14][C:13]=2[C:37]([F:39])([F:40])[F:38])[C:2]1[CH:7]=[CH:6][CH:5]=[CH:4][CH:3]=1. The catalyst class is: 6. (4) Reactant: [CH2:1]([N:8]1[CH:12]=[C:11]([CH3:13])[C:10]([CH2:14][OH:15])=[N:9]1)[C:2]1[CH:7]=[CH:6][CH:5]=[CH:4][CH:3]=1.[H-].[Na+].I[CH3:19]. Product: [CH2:1]([N:8]1[CH:12]=[C:11]([CH3:13])[C:10]([CH2:14][O:15][CH3:19])=[N:9]1)[C:2]1[CH:3]=[CH:4][CH:5]=[CH:6][CH:7]=1. The catalyst class is: 1.